This data is from Catalyst prediction with 721,799 reactions and 888 catalyst types from USPTO. The task is: Predict which catalyst facilitates the given reaction. (1) Reactant: [CH2:1]([NH:8][CH2:9][C:10]1[CH:25]=[CH:24][C:13]([C:14]([NH:16][NH:17][C:18]2[CH:23]=[CH:22][CH:21]=[CH:20][CH:19]=2)=[O:15])=[CH:12][CH:11]=1)[C:2]1[CH:7]=[CH:6][CH:5]=[CH:4][CH:3]=1.BrCCC[C:30]1[CH:40]=[CH:39][CH:38]=[C:32]2[C:33]([NH:35][C:36](=[O:37])[C:31]=12)=[O:34].CCN(C(C)C)[CH:44]([CH3:46])[CH3:45].[Na]. Product: [CH2:1]([N:8]([CH2:9][C:10]1[CH:11]=[CH:12][C:13]([C:14]([NH:16][NH:17][C:18]2[CH:19]=[CH:20][CH:21]=[CH:22][CH:23]=2)=[O:15])=[CH:24][CH:25]=1)[CH2:45][CH2:44][CH2:46][N:35]1[C:36](=[O:37])[C:31]2[C:32](=[CH:38][CH:39]=[CH:40][CH:30]=2)[C:33]1=[O:34])[C:2]1[CH:3]=[CH:4][CH:5]=[CH:6][CH:7]=1. The catalyst class is: 290. (2) Reactant: [CH2:1]([N:8]1[C:13](=O)[CH:12]2[CH:10]([CH:11]2[N+:15]([O-:17])=[O:16])[C:9]1=O)[C:2]1[CH:7]=[CH:6][CH:5]=[CH:4][CH:3]=1.B. Product: [CH2:1]([N:8]1[CH2:9][CH:10]2[CH:12]([CH:11]2[N+:15]([O-:17])=[O:16])[CH2:13]1)[C:2]1[CH:3]=[CH:4][CH:5]=[CH:6][CH:7]=1. The catalyst class is: 1. (3) Reactant: [CH3:1][O:2][C:3](=[O:12])[C:4]1[CH:9]=[CH:8][CH:7]=[C:6]([NH2:10])[C:5]=1[NH2:11].[CH3:13][C:14]([CH3:19])([CH3:18])[C:15](Cl)=[O:16]. Product: [CH3:1][O:2][C:3](=[O:12])[C:4]1[CH:9]=[CH:8][CH:7]=[C:6]([NH:10][C:15](=[O:16])[C:14]([CH3:19])([CH3:18])[CH3:13])[C:5]=1[NH2:11]. The catalyst class is: 17. (4) Product: [Cl:27][C:25]1[CH:24]=[CH:23][C:20]2[S:21][CH:22]=[C:18]([CH2:17][N:1]3[C:9]4[C:4](=[CH:5][CH:6]=[CH:7][CH:8]=4)[C:3]([CH2:10][C:11]([OH:13])=[O:12])=[CH:2]3)[C:19]=2[CH:26]=1. Reactant: [NH:1]1[C:9]2[C:4](=[CH:5][CH:6]=[CH:7][CH:8]=2)[C:3]([CH2:10][C:11]([OH:13])=[O:12])=[CH:2]1.[H-].[Na+].Br[CH2:17][C:18]1[C:19]2[CH:26]=[C:25]([Cl:27])[CH:24]=[CH:23][C:20]=2[S:21][CH:22]=1. The catalyst class is: 3. (5) Reactant: Br[C:2]1[N:7]=[C:6]([CH3:8])[C:5]([CH2:9][N:10]2[CH2:15][CH2:14][N:13]([C:16]([O:18][C:19]([CH3:22])([CH3:21])[CH3:20])=[O:17])[CH2:12][CH2:11]2)=[CH:4][CH:3]=1.[CH3:23][C:24]1[CH:29]=[CH:28][CH:27]=[CH:26][C:25]=1B(O)O.C(=O)([O-])[O-].[K+].[K+].O1CCOCC1. Product: [CH3:8][C:6]1[C:5]([CH2:9][N:10]2[CH2:15][CH2:14][N:13]([C:16]([O:18][C:19]([CH3:22])([CH3:21])[CH3:20])=[O:17])[CH2:12][CH2:11]2)=[CH:4][CH:3]=[C:2]([C:25]2[CH:26]=[CH:27][CH:28]=[CH:29][C:24]=2[CH3:23])[N:7]=1. The catalyst class is: 257. (6) Reactant: [SH:1][C:2]1[N:9]=[CH:8][CH:7]=[CH:6][C:3]=1[C:4]#[N:5].[OH-].[Na+].Br[CH2:13][N+:14]([O-:16])=[O:15]. Product: [N+:14]([C:13]1[S:1][C:2]2=[N:9][CH:8]=[CH:7][CH:6]=[C:3]2[C:4]=1[NH2:5])([O-:16])=[O:15]. The catalyst class is: 18. (7) Reactant: [C:1]([O:5][C:6](N1CCCC[C@H]1C(O)=O)=[O:7])([CH3:4])([CH3:3])[CH3:2].[OH2:17].O[N:19]1[C:23]2[CH:24]=[CH:25][CH:26]=[CH:27][C:22]=2[N:21]=N1.CCN=C=NCCCN(C)C.Cl.N. Product: [C:1]([O:5][C:6]([NH:19][C:23]([C@@H:24]1[CH2:25][CH2:26][CH2:27][CH2:22][NH:21]1)=[O:17])=[O:7])([CH3:4])([CH3:3])[CH3:2]. The catalyst class is: 59.